Predict the reaction yield, written as a fraction of the theoretical maximum amount of product (1.0 means a 100% yield; for example, 0.34 means a 34% yield). From a dataset of Reaction yield outcomes from USPTO patents with 853,638 reactions. (1) The yield is 0.763. The catalyst is CC(C)=O. The product is [F:25][C:2]([F:1])([F:24])[C:3]1[CH:4]=[C:5]([NH:13][C:14](=[O:23])[C:15]2[CH:20]=[C:19]([I:21])[CH:18]=[CH:17][C:16]=2[O:22][CH2:26][O:27][CH3:28])[CH:6]=[C:7]([C:9]([F:10])([F:11])[F:12])[CH:8]=1. The reactants are [F:1][C:2]([F:25])([F:24])[C:3]1[CH:4]=[C:5]([NH:13][C:14](=[O:23])[C:15]2[CH:20]=[C:19]([I:21])[CH:18]=[CH:17][C:16]=2[OH:22])[CH:6]=[C:7]([C:9]([F:12])([F:11])[F:10])[CH:8]=1.[CH3:26][O:27][CH2:28]Cl.C(=O)([O-])[O-].[K+].[K+].Cl. (2) The reactants are [CH3:1][S:2](Cl)(=[O:4])=[O:3].[Cl:6][C:7]1[CH:8]=[C:9]([OH:22])[CH:10]=[C:11]([B:13]2[O:17][C:16]([CH3:19])([CH3:18])[C:15]([CH3:21])([CH3:20])[O:14]2)[CH:12]=1.C(N(CC)CC)C. The catalyst is ClCCl. The product is [CH3:1][S:2]([O:22][C:9]1[CH:10]=[C:11]([B:13]2[O:17][C:16]([CH3:18])([CH3:19])[C:15]([CH3:21])([CH3:20])[O:14]2)[CH:12]=[C:7]([Cl:6])[CH:8]=1)(=[O:4])=[O:3]. The yield is 0.860. (3) The reactants are [CH2:1]([O:8][C:9]1[CH:17]=[C:16]2[C:12]([CH:13]=[C:14](C(O)=O)[NH:15]2)=[C:11]([CH3:21])[CH:10]=1)[C:2]1[CH:7]=[CH:6][CH:5]=[CH:4][CH:3]=1. The catalyst is N1C2C(=CC=CC=2)C=CC=1.[Cr]([O-])([O-])=O.[Cu+2]. The product is [CH2:1]([O:8][C:9]1[CH:17]=[C:16]2[C:12]([CH:13]=[CH:14][NH:15]2)=[C:11]([CH3:21])[CH:10]=1)[C:2]1[CH:3]=[CH:4][CH:5]=[CH:6][CH:7]=1. The yield is 0.340. (4) The reactants are [C:1]([C:3]1[CH:8]=[CH:7][C:6]([N:9]2[CH2:14][CH2:13][N:12]([C:15]([O:17][C:18]([CH3:21])([CH3:20])[CH3:19])=[O:16])[CH2:11][CH2:10]2)=[C:5]([CH3:22])[CH:4]=1)#N.[OH-:23].[Na+].Cl.[OH2:26]. The catalyst is CCO. The product is [C:18]([O:17][C:15]([N:12]1[CH2:13][CH2:14][N:9]([C:6]2[CH:7]=[CH:8][C:3]([C:1]([OH:26])=[O:23])=[CH:4][C:5]=2[CH3:22])[CH2:10][CH2:11]1)=[O:16])([CH3:21])([CH3:20])[CH3:19]. The yield is 0.920.